Dataset: NCI-60 drug combinations with 297,098 pairs across 59 cell lines. Task: Regression. Given two drug SMILES strings and cell line genomic features, predict the synergy score measuring deviation from expected non-interaction effect. (1) Drug 1: COC1=C(C=C2C(=C1)N=CN=C2NC3=CC(=C(C=C3)F)Cl)OCCCN4CCOCC4. Drug 2: CC1=C(C=C(C=C1)C(=O)NC2=CC(=CC(=C2)C(F)(F)F)N3C=C(N=C3)C)NC4=NC=CC(=N4)C5=CN=CC=C5. Cell line: HCT116. Synergy scores: CSS=12.6, Synergy_ZIP=-3.26, Synergy_Bliss=2.64, Synergy_Loewe=1.66, Synergy_HSA=2.79. (2) Drug 1: CC12CCC(CC1=CCC3C2CCC4(C3CC=C4C5=CN=CC=C5)C)O. Drug 2: CC1=C2C(C(=O)C3(C(CC4C(C3C(C(C2(C)C)(CC1OC(=O)C(C(C5=CC=CC=C5)NC(=O)OC(C)(C)C)O)O)OC(=O)C6=CC=CC=C6)(CO4)OC(=O)C)O)C)O. Cell line: NCIH23. Synergy scores: CSS=49.6, Synergy_ZIP=13.6, Synergy_Bliss=14.3, Synergy_Loewe=9.46, Synergy_HSA=14.3. (3) Drug 1: C1=NC2=C(N1)C(=S)N=CN2. Drug 2: C(CCl)NC(=O)N(CCCl)N=O. Cell line: MCF7. Synergy scores: CSS=6.19, Synergy_ZIP=-4.85, Synergy_Bliss=-2.04, Synergy_Loewe=-25.7, Synergy_HSA=-6.21. (4) Drug 1: C1=C(C(=O)NC(=O)N1)N(CCCl)CCCl. Drug 2: C1CN1P(=S)(N2CC2)N3CC3. Cell line: BT-549. Synergy scores: CSS=5.58, Synergy_ZIP=-11.5, Synergy_Bliss=-19.7, Synergy_Loewe=-18.6, Synergy_HSA=-17.5. (5) Drug 1: CC1=C2C(C(=O)C3(C(CC4C(C3C(C(C2(C)C)(CC1OC(=O)C(C(C5=CC=CC=C5)NC(=O)OC(C)(C)C)O)O)OC(=O)C6=CC=CC=C6)(CO4)OC(=O)C)OC)C)OC. Drug 2: C1C(C(OC1N2C=NC3=C2NC=NCC3O)CO)O. Cell line: LOX IMVI. Synergy scores: CSS=30.5, Synergy_ZIP=-2.75, Synergy_Bliss=-4.12, Synergy_Loewe=-12.5, Synergy_HSA=-0.643.